From a dataset of Full USPTO retrosynthesis dataset with 1.9M reactions from patents (1976-2016). Predict the reactants needed to synthesize the given product. (1) Given the product [C:11]([C:3]1[CH:4]=[CH:5][C:6]([N+:8]([O-:10])=[O:9])=[CH:7][C:2]=1[C:15]#[N:16])([CH3:14])([CH3:13])[CH3:12], predict the reactants needed to synthesize it. The reactants are: Br[C:2]1[CH:7]=[C:6]([N+:8]([O-:10])=[O:9])[CH:5]=[CH:4][C:3]=1[C:11]([CH3:14])([CH3:13])[CH3:12].[CH3:15][N:16](C=O)C. (2) Given the product [Cl:49][C:46]1[CH:47]=[CH:48][C:43]([C:41]2[C:40]3[CH:50]=[C:51]([O:54][CH3:55])[CH:52]=[CH:53][C:39]=3[N:38]3[C:56]([CH3:59])=[N:57][N:58]=[C:37]3[C@H:36]([CH2:35][C:34]([NH:33][CH2:32][CH2:31][CH2:30][CH2:29][NH:28][C:4](=[O:6])[C:3]3[CH:7]=[CH:8][CH:9]=[C:10]([OH:11])[C:2]=3[OH:1])=[O:60])[N:42]=2)=[CH:44][CH:45]=1, predict the reactants needed to synthesize it. The reactants are: [OH:1][C:2]1[C:10]([OH:11])=[CH:9][CH:8]=[CH:7][C:3]=1[C:4]([OH:6])=O.[Si](Cl)(C)(C)C.CCN=C=NCCCN(C)C.[NH2:28][CH2:29][CH2:30][CH2:31][CH2:32][NH:33][C:34](=[O:60])[CH2:35][C@@H:36]1[N:42]=[C:41]([C:43]2[CH:48]=[CH:47][C:46]([Cl:49])=[CH:45][CH:44]=2)[C:40]2[CH:50]=[C:51]([O:54][CH3:55])[CH:52]=[CH:53][C:39]=2[N:38]2[C:56]([CH3:59])=[N:57][N:58]=[C:37]12.